Dataset: Forward reaction prediction with 1.9M reactions from USPTO patents (1976-2016). Task: Predict the product of the given reaction. (1) Given the reactants [CH3:1][N:2]1[C:6]([C:7]2[CH:15]=[CH:14][C:10]([C:11](O)=[O:12])=[CH:9][CH:8]=2)=[C:5]([NH:16][C:17]([O:19][C@@H:20]([C:22]2[CH:27]=[CH:26][CH:25]=[CH:24][CH:23]=2)[CH3:21])=[O:18])[C:4]([CH3:28])=[N:3]1.Cl.[CH3:30][O:31][C:32](=[O:43])[C@H:33]([NH2:42])[CH2:34][C:35]1[CH:40]=[CH:39][C:38]([F:41])=[CH:37][CH:36]=1, predict the reaction product. The product is: [CH3:30][O:31][C:32](=[O:43])[C@H:33]([NH:42][C:11](=[O:12])[C:10]1[CH:14]=[CH:15][C:7]([C:6]2[N:2]([CH3:1])[N:3]=[C:4]([CH3:28])[C:5]=2[NH:16][C:17]([O:19][C@@H:20]([C:22]2[CH:27]=[CH:26][CH:25]=[CH:24][CH:23]=2)[CH3:21])=[O:18])=[CH:8][CH:9]=1)[CH2:34][C:35]1[CH:40]=[CH:39][C:38]([F:41])=[CH:37][CH:36]=1. (2) Given the reactants [C:1]([O:5][C:6]([NH:8][C@@H:9]([CH:15]([CH3:17])[CH3:16])[C:10]([O:12][CH2:13]Cl)=[O:11])=[O:7])([CH3:4])([CH3:3])[CH3:2].[Na+].[I-:19], predict the reaction product. The product is: [C:1]([O:5][C:6]([NH:8][C@@H:9]([CH:15]([CH3:17])[CH3:16])[C:10]([O:12][CH2:13][I:19])=[O:11])=[O:7])([CH3:4])([CH3:3])[CH3:2]. (3) The product is: [N:29]1[CH:28]=[CH:27][N:25]2[CH:26]=[C:21]([CH2:20][NH:19][C:17]([C:14]3[S:13][C:12]([N:35]4[CH2:31][CH2:7][C:6]5[CH:9]=[CH:10][CH:3]=[CH:4][C:5]=5[CH2:33][CH2:34]4)=[N:16][CH:15]=3)=[O:18])[CH:22]=[CH:23][C:24]=12. Given the reactants C([C:3]1[CH:10]=[CH:9][C:6]([CH2:7]N)=[CH:5][CH:4]=1)#N.Br[C:12]1[S:13][C:14]([C:17]([NH:19][CH2:20][C:21]2[CH:22]=[CH:23][C:24]3[N:25]([CH:27]=[CH:28][N:29]=3)[CH:26]=2)=[O:18])=[CH:15][N:16]=1.Br[C:31]1S[C:33](C(NC2C=[CH:33][C:34]3[N:35](C=CN=3)[CH:31]=2)=O)=[CH:34][N:35]=1, predict the reaction product. (4) Given the reactants [H-].[H-].[H-].[H-].[Li+].[Al+3].[CH3:7][N:8]1[CH2:13][C:12](=O)[NH:11][C:10]2[N:15]=[C:16]([CH3:19])[CH:17]=[CH:18][C:9]1=2.C1C[O:23][CH2:22]C1, predict the reaction product. The product is: [CH3:7][N:8]1[CH2:13][CH2:12][NH:11][C:10]2[N:15]=[C:16]([CH2:19][CH2:22][OH:23])[CH:17]=[CH:18][C:9]1=2. (5) Given the reactants [CH2:1]([NH:14][C:15](=[O:21])[O:16][C:17]([CH3:20])([CH3:19])[CH3:18])[CH2:2][C@H:3]([NH:6][C:7](=[O:13])[O:8][C:9]([CH3:12])([CH3:11])[CH3:10])[C:4]#[CH:5].[N:22]([Si](C)(C)C)=[N+:23]=[N-:24], predict the reaction product. The product is: [N:22]1[NH:23][N:24]=[C:4]([C@@H:3]([NH:6][C:7](=[O:13])[O:8][C:9]([CH3:12])([CH3:11])[CH3:10])[CH2:2][CH2:1][NH:14][C:15](=[O:21])[O:16][C:17]([CH3:20])([CH3:19])[CH3:18])[CH:5]=1.